This data is from Full USPTO retrosynthesis dataset with 1.9M reactions from patents (1976-2016). The task is: Predict the reactants needed to synthesize the given product. (1) The reactants are: CN(C=O)C.[N:6]1([CH2:12][CH2:13][NH:14][C:15]2[CH:20]=[CH:19][CH:18]=[C:17]([N+:21]([O-:23])=[O:22])[CH:16]=2)[CH2:11][CH2:10][O:9][CH2:8][CH2:7]1.[C:24](O[C:24]([O:26][C:27]([CH3:30])([CH3:29])[CH3:28])=[O:25])([O:26][C:27]([CH3:30])([CH3:29])[CH3:28])=[O:25]. Given the product [C:27]([O:26][C:24](=[O:25])[N:14]([CH2:13][CH2:12][N:6]1[CH2:11][CH2:10][O:9][CH2:8][CH2:7]1)[C:15]1[CH:20]=[CH:19][CH:18]=[C:17]([N+:21]([O-:23])=[O:22])[CH:16]=1)([CH3:30])([CH3:29])[CH3:28], predict the reactants needed to synthesize it. (2) Given the product [CH2:34]([O:15][C:13]([CH:12]1[CH:26]([C:27]2[CH:32]=[CH:31][CH:30]=[CH:29][CH:28]=2)[CH:25]([C:22]2[CH:23]=[CH:24][C:19]([O:18][CH3:17])=[CH:20][CH:21]=2)[C:3]2[C:4](=[CH:6][C:7]([Cl:9])=[CH:8][C:2]=2[Cl:1])[NH:5]1)=[O:14])[CH3:35], predict the reactants needed to synthesize it. The reactants are: [Cl:1][C:2]1[CH:3]=[C:4]([CH:6]=[C:7]([Cl:9])[CH:8]=1)[NH2:5].C([C:12](=O)[C:13]([O-:15])=[O:14])C.[CH3:17][O:18][C:19]1[CH:24]=[CH:23][C:22](/[CH:25]=[CH:26]/[C:27]2[CH:32]=[CH:31][CH:30]=[CH:29][CH:28]=2)=[CH:21][CH:20]=1.F[C:34](F)(F)[C:35](O)=O. (3) Given the product [C:22]([O:21][C:19]([N:18]([C:26]([O:28][C:29]([CH3:32])([CH3:30])[CH3:31])=[O:27])[C:13]1[N:12]=[C:11]([CH2:10][C@@H:9]2[C@H:5]([O:4][CH2:1][CH:2]=[O:40])[CH2:6][N:7]([C:33]([O:35][C:36]([CH3:39])([CH3:37])[CH3:38])=[O:34])[CH2:8]2)[CH:16]=[C:15]([CH3:17])[CH:14]=1)=[O:20])([CH3:23])([CH3:24])[CH3:25], predict the reactants needed to synthesize it. The reactants are: [CH2:1]([O:4][C@H:5]1[C@@H:9]([CH2:10][C:11]2[CH:16]=[C:15]([CH3:17])[CH:14]=[C:13]([N:18]([C:26]([O:28][C:29]([CH3:32])([CH3:31])[CH3:30])=[O:27])[C:19]([O:21][C:22]([CH3:25])([CH3:24])[CH3:23])=[O:20])[N:12]=2)[CH2:8][N:7]([C:33]([O:35][C:36]([CH3:39])([CH3:38])[CH3:37])=[O:34])[CH2:6]1)[CH:2]=C.[O:40]=[O+][O-].S(C)C. (4) Given the product [OH:34][C@H:21]([C:22]1[CH:27]=[CH:26][C:25]([OH:28])=[C:24]([NH:29][S:30]([CH3:33])(=[O:31])=[O:32])[CH:23]=1)[CH2:20][NH:19][CH:16]1[CH2:17][CH2:18][N:13]([C:10]2[CH:9]=[CH:8][C:7](/[CH:6]=[CH:5]/[C:4]([OH:35])=[O:3])=[CH:12][CH:11]=2)[CH2:14][CH2:15]1, predict the reactants needed to synthesize it. The reactants are: C([O:3][C:4](=[O:35])/[CH:5]=[CH:6]/[C:7]1[CH:12]=[CH:11][C:10]([N:13]2[CH2:18][CH2:17][CH:16]([NH:19][CH2:20][C@H:21]([OH:34])[C:22]3[CH:27]=[CH:26][C:25]([OH:28])=[C:24]([NH:29][S:30]([CH3:33])(=[O:32])=[O:31])[CH:23]=3)[CH2:15][CH2:14]2)=[CH:9][CH:8]=1)C.[OH-].[Na+].C(O)(=O)C.